Task: Predict the reaction yield, written as a fraction of the theoretical maximum amount of product (1.0 means a 100% yield; for example, 0.34 means a 34% yield).. Dataset: Reaction yield outcomes from USPTO patents with 853,638 reactions (1) The reactants are [Cl:1][C:2]1[C:3]2[NH:11][CH:10]=[C:9]([CH2:12][C:13]3[C:18]([CH3:19])=[C:17]([O:20][CH3:21])[C:16]([CH3:22])=[CH:15][N:14]=3)[C:4]=2[N:5]=[C:6]([NH2:8])[N:7]=1.[H-].[Na+].I[CH3:26]. The catalyst is CN(C=O)C. The product is [Cl:1][C:2]1[C:3]2[N:11]([CH3:26])[CH:10]=[C:9]([CH2:12][C:13]3[C:18]([CH3:19])=[C:17]([O:20][CH3:21])[C:16]([CH3:22])=[CH:15][N:14]=3)[C:4]=2[N:5]=[C:6]([NH2:8])[N:7]=1. The yield is 0.420. (2) The reactants are COC(O[CH:6]([CH3:14])/[CH:7]=[CH:8]/[C:9]([O:11][CH2:12][CH3:13])=[O:10])=O.[C:15]1(=[O:25])[NH:19][C:18](=[O:20])[C:17]2=[CH:21][CH:22]=[CH:23][CH:24]=[C:16]12.C([O-])([O-])=O.[Cs+].[Cs+].CCOC(C)=O. The catalyst is C(Cl)Cl.[Pd].CCCCCCC. The product is [C:15]1(=[O:25])[N:19]([CH:6]([CH3:14])/[CH:7]=[CH:8]/[C:9]([O:11][CH2:12][CH3:13])=[O:10])[C:18](=[O:20])[C:17]2=[CH:21][CH:22]=[CH:23][CH:24]=[C:16]12. The yield is 0.900. (3) The reactants are [Cl:1][C:2]1[CH:3]=[C:4]([N:8]2[C:12]3[C:13](=[O:24])[N:14]([C:17]4[CH:22]=[CH:21][C:20](I)=[CH:19][CH:18]=4)[CH2:15][CH2:16][C:11]=3[C:10]([S:25]([CH3:28])(=[O:27])=[O:26])=[N:9]2)[CH:5]=[CH:6][CH:7]=1.[C:29]1(=[O:35])[NH:34][CH2:33][CH2:32][CH2:31][CH2:30]1.C(=O)([O-])[O-].[K+].[K+].N1C2C(=CC=C3C=2N=CC=C3)C=CC=1.[OH-].[NH4+]. The catalyst is ClCCl. The product is [Cl:1][C:2]1[CH:3]=[C:4]([N:8]2[C:12]3[C:13](=[O:24])[N:14]([C:17]4[CH:22]=[CH:21][C:20]([N:34]5[CH2:33][CH2:32][CH2:31][CH2:30][C:29]5=[O:35])=[CH:19][CH:18]=4)[CH2:15][CH2:16][C:11]=3[C:10]([S:25]([CH3:28])(=[O:27])=[O:26])=[N:9]2)[CH:5]=[CH:6][CH:7]=1. The yield is 0.450. (4) The reactants are C(N(CCCC)CCCC)CCC.[F:14][C:15]([F:19])([F:18])[CH2:16][OH:17].[CH2:20]=[C:21]([C:26](OS(F)(=O)=O)([F:28])[F:27])[C:22]([F:25])([F:24])[F:23]. The catalyst is COCCOCCOC. The product is [CH2:20]=[C:21]([C:26]([O:17][CH2:16][C:15]([F:19])([F:18])[F:14])([F:28])[F:27])[C:22]([F:25])([F:24])[F:23]. The yield is 0.300. (5) The reactants are [C:1]([O:5][C:6]([C:8]1([C:16](OS(C(F)(F)F)(=O)=O)=[CH2:17])[CH2:13][O:12][C:11]([CH3:15])([CH3:14])[O:10][CH2:9]1)=[O:7])([CH3:4])([CH3:3])[CH3:2].C(N(CCCC)CCCC)CCC.C(O)=O.C(OCC)(=O)C. The catalyst is CN(C)C=O.Cl[Pd](Cl)([P](C1C=CC=CC=1)(C1C=CC=CC=1)C1C=CC=CC=1)[P](C1C=CC=CC=1)(C1C=CC=CC=1)C1C=CC=CC=1.O. The product is [C:1]([O:5][C:6]([C:8]1([CH:16]=[CH2:17])[CH2:13][O:12][C:11]([CH3:15])([CH3:14])[O:10][CH2:9]1)=[O:7])([CH3:4])([CH3:3])[CH3:2]. The yield is 0.450. (6) The reactants are C([O:4][CH2:5][C:6](=[O:37])[NH:7][C:8]1[N:9]=[C:10]2[CH:15]=[CH:14][C:13]([O:16][C:17]3[CH:22]=[CH:21][CH:20]=[C:19]([NH:23][C:24](=[O:35])[C:25]4[CH:30]=[CH:29][CH:28]=[C:27]([C:31]([F:34])([F:33])[F:32])[CH:26]=4)[CH:18]=3)=[N:12][N:11]2[CH:36]=1)(=O)C.[OH-].[Na+].Cl. The catalyst is CO. The product is [C:6]([NH:7][C:8]1[N:9]=[C:10]2[CH:15]=[CH:14][C:13]([O:16][C:17]3[CH:18]=[C:19]([NH:23][C:24](=[O:35])[C:25]4[CH:30]=[CH:29][CH:28]=[C:27]([C:31]([F:32])([F:33])[F:34])[CH:26]=4)[CH:20]=[CH:21][CH:22]=3)=[N:12][N:11]2[CH:36]=1)(=[O:37])[CH2:5][OH:4]. The yield is 0.810. (7) The reactants are [CH3:1][O:2][C:3](=[O:13])[C:4]1[CH:12]=[CH:11][C:7]([C:8]([O-:10])=O)=[CH:6][CH:5]=1.C(N1C=CN=C1)(N1C=CN=C1)=O.[NH2:26][C:27]([CH3:31])([CH3:30])[CH2:28][OH:29].CCCCCCC. The catalyst is ClCCl.CCOC(C)=O. The product is [OH:29][CH2:28][C:27]([NH:26][C:8]([C:7]1[CH:6]=[CH:5][C:4]([C:3]([O:2][CH3:1])=[O:13])=[CH:12][CH:11]=1)=[O:10])([CH3:31])[CH3:30]. The yield is 0.200.